This data is from Forward reaction prediction with 1.9M reactions from USPTO patents (1976-2016). The task is: Predict the product of the given reaction. (1) Given the reactants Cl.[CH2:2]([NH:9][CH:10]1[CH2:16][CH2:15][CH2:14][C:13]2[CH:17]=[CH:18][C:19]([OH:21])=[CH:20][C:12]=2[CH2:11]1)[C:3]1[CH:8]=[CH:7][CH:6]=[CH:5][CH:4]=1.[O:22]([CH2:29][C@H:30]1[O:32][CH2:31]1)[C:23]1[CH:28]=[CH:27][CH:26]=[CH:25][CH:24]=1.FC(F)(F)S([O-])(=O)=O.[Yb+3].FC(F)(F)S([O-])(=O)=O.FC(F)(F)S([O-])(=O)=O.C(=O)(O)[O-].[Na+], predict the reaction product. The product is: [CH2:2]([N:9]([CH2:31][C@H:30]([OH:32])[CH2:29][O:22][C:23]1[CH:28]=[CH:27][CH:26]=[CH:25][CH:24]=1)[CH:10]1[CH2:16][CH2:15][CH2:14][C:13]2[CH:17]=[CH:18][C:19]([OH:21])=[CH:20][C:12]=2[CH2:11]1)[C:3]1[CH:4]=[CH:5][CH:6]=[CH:7][CH:8]=1. (2) Given the reactants [C:1]([CH2:4][CH2:5][CH2:6][N:7]([CH3:66])[C@H:8]([C:12]([NH:14][C@H:15]([C:19]([N:21]([C@@H:23]([C@@H:62]([CH3:65])[CH2:63][CH3:64])[C@H:24]([O:60][CH3:61])[CH2:25][C:26]([N:28]1[CH2:32][CH2:31][CH2:30][C@H:29]1[C@H:33]([O:58][CH3:59])[C@@H:34]([CH3:57])[C:35]([NH:37][C@@H:38]([CH2:50][C:51]1[CH:56]=[CH:55][CH:54]=[CH:53][CH:52]=1)[CH2:39][S:40]([CH2:43][C:44]1[CH:49]=[CH:48][CH:47]=[CH:46][CH:45]=1)(=[O:42])=[O:41])=[O:36])=[O:27])[CH3:22])=[O:20])[CH:16]([CH3:18])[CH3:17])=[O:13])[CH:9]([CH3:11])[CH3:10])([OH:3])=O.Cl.[O:68]=[C:69]1[CH:73]=[CH:72][C:71](=[O:74])[N:70]1[CH2:75][CH2:76][CH2:77][CH2:78][CH2:79][C:80]([NH:82][NH2:83])=[O:81], predict the reaction product. The product is: [O:74]=[C:71]1[CH:72]=[CH:73][C:69](=[O:68])[N:70]1[CH2:75][CH2:76][CH2:77][CH2:78][CH2:79][C:80]([NH:82][NH:83][C:1](=[O:3])[CH2:4][CH2:5][CH2:6][N:7]([CH3:66])[C@H:8]([C:12]([NH:14][C@H:15]([C:19]([N:21]([C@@H:23]([C@@H:62]([CH3:65])[CH2:63][CH3:64])[C@H:24]([O:60][CH3:61])[CH2:25][C:26]([N:28]1[CH2:32][CH2:31][CH2:30][C@H:29]1[C@H:33]([O:58][CH3:59])[C@@H:34]([CH3:57])[C:35]([NH:37][C@@H:38]([CH2:50][C:51]1[CH:56]=[CH:55][CH:54]=[CH:53][CH:52]=1)[CH2:39][S:40]([CH2:43][C:44]1[CH:45]=[CH:46][CH:47]=[CH:48][CH:49]=1)(=[O:42])=[O:41])=[O:36])=[O:27])[CH3:22])=[O:20])[CH:16]([CH3:17])[CH3:18])=[O:13])[CH:9]([CH3:10])[CH3:11])=[O:81]. (3) Given the reactants Br[C:2]1[CH:3]=[CH:4][C:5]2[N:11]3[C:12]([CH3:15])=[N:13][N:14]=[C:10]3[C@H:9]([CH3:16])[CH2:8][N:7]([C:17]3[CH:18]=[N:19][C:20]([N+:23]([O-:25])=[O:24])=[CH:21][CH:22]=3)[C:6]=2[CH:26]=1.CC1(C)C(C)(C)OB([C:35]2[CH:36]=[CH:37][C:38]([NH2:41])=[N:39][CH:40]=2)O1.[F-].[K+].C(=O)([O-])[O-].[Cs+].[Cs+], predict the reaction product. The product is: [CH3:15][C:12]1[N:11]2[C:5]3[CH:4]=[CH:3][C:2]([C:35]4[CH:36]=[CH:37][C:38]([NH2:41])=[N:39][CH:40]=4)=[CH:26][C:6]=3[N:7]([C:17]3[CH:18]=[N:19][C:20]([N+:23]([O-:25])=[O:24])=[CH:21][CH:22]=3)[CH2:8][C@@H:9]([CH3:16])[C:10]2=[N:14][N:13]=1. (4) Given the reactants [C:1]([O:5][C:6]([N:8]1[CH2:13][CH2:12][CH:11]([C:14]([OH:16])=O)[CH2:10][CH2:9]1)=[O:7])([CH3:4])([CH3:3])[CH3:2].[Br:17][C:18]1[CH:24]=[C:23]([F:25])[CH:22]=[CH:21][C:19]=1[NH2:20], predict the reaction product. The product is: [C:1]([O:5][C:6]([N:8]1[CH2:9][CH2:10][CH:11]([C:14](=[O:16])[NH:20][C:19]2[CH:21]=[CH:22][C:23]([F:25])=[CH:24][C:18]=2[Br:17])[CH2:12][CH2:13]1)=[O:7])([CH3:2])([CH3:3])[CH3:4].